The task is: Predict the product of the given reaction.. This data is from Forward reaction prediction with 1.9M reactions from USPTO patents (1976-2016). (1) Given the reactants Cl[C:2]1[CH:7]=[C:6]([C:8]2[CH:13]=[CH:12][C:11]([S:14][C:15]3[CH:20]=[CH:19][CH:18]=[CH:17][C:16]=3[O:21][CH3:22])=[C:10]([C:23]([F:26])([F:25])[F:24])[CH:9]=2)[CH:5]=[CH:4][N:3]=1.OC1CCNC1.[OH:33][C@H:34]1[CH2:38][NH:37][C@H:36]([C:39]([OH:41])=[O:40])[CH2:35]1, predict the reaction product. The product is: [OH:33][CH:34]1[CH2:38][N:37]([C:2]2[CH:7]=[C:6]([C:8]3[CH:13]=[CH:12][C:11]([S:14][C:15]4[CH:20]=[CH:19][CH:18]=[CH:17][C:16]=4[O:21][CH3:22])=[C:10]([C:23]([F:25])([F:24])[F:26])[CH:9]=3)[CH:5]=[CH:4][N:3]=2)[CH:36]([C:39]([OH:41])=[O:40])[CH2:35]1. (2) Given the reactants [CH3:1][C:2]1[S:3][C:4]([C:8]2[CH:13]=[CH:12][NH:11][C:10](=[O:14])[N:9]=2)=[C:5]([CH3:7])[N:6]=1.[H-].[Na+].Br[CH2:18][CH2:19][CH2:20][CH2:21][Cl:22].O, predict the reaction product. The product is: [Cl:22][CH2:21][CH2:20][CH2:19][CH2:18][N:11]1[CH:12]=[CH:13][C:8]([C:4]2[S:3][C:2]([CH3:1])=[N:6][C:5]=2[CH3:7])=[N:9][C:10]1=[O:14]. (3) Given the reactants [CH2:1]([O:5][C:6]([C:8]1[N:9]=[C:10](O)[C:11]2[C:16]([C:17]=1[OH:18])=[CH:15][CH:14]=[C:13]([O:19][C:20]1[CH:25]=[CH:24][C:23]([F:26])=[CH:22][CH:21]=1)[CH:12]=2)=[O:7])[CH2:2][CH2:3][CH3:4].P(Br)(Br)([Br:30])=O.CC#N.C([O-])(O)=O.[Na+], predict the reaction product. The product is: [CH2:1]([O:5][C:6]([C:8]1[N:9]=[C:10]([Br:30])[C:11]2[C:16]([C:17]=1[OH:18])=[CH:15][CH:14]=[C:13]([O:19][C:20]1[CH:25]=[CH:24][C:23]([F:26])=[CH:22][CH:21]=1)[CH:12]=2)=[O:7])[CH2:2][CH2:3][CH3:4]. (4) The product is: [C:13]([N:6]([CH:7]1[CH2:8][CH2:9]1)[CH2:5][C:4]([OH:3])=[O:10])([O:15][C:20]([CH3:18])([CH3:19])[CH3:23])=[O:14]. Given the reactants C([O:3][C:4](=[O:10])[CH2:5][NH:6][CH:7]1[CH2:9][CH2:8]1)C.BrC[C:13]([O:15]CC)=[O:14].[CH:18]1(N)[CH2:20][CH2:19]1.Cl.[CH3:23]O, predict the reaction product. (5) Given the reactants [C:1]([CH2:3][C:4]([NH2:6])=[O:5])#[N:2].[C:7]([CH2:10][C:11](=O)[CH3:12])(=O)[CH3:8].C([O-])([O-])=O.[K+].[K+], predict the reaction product. The product is: [CH3:12][C:11]1[CH:10]=[C:7]([CH3:8])[NH:6][C:4](=[O:5])[C:3]=1[C:1]#[N:2]. (6) Given the reactants Br[C:2]1[CH:7]=[C:6]([CH2:8][CH3:9])[CH:5]=[CH:4][C:3]=1[OH:10].[S:11]1[CH:15]=[CH:14][C:13](B(O)O)=[CH:12]1.C(=O)([O-])[O-].[Na+].[Na+], predict the reaction product. The product is: [CH2:8]([C:6]1[CH:5]=[CH:4][C:3]([OH:10])=[C:2]([C:13]2[CH:14]=[CH:15][S:11][CH:12]=2)[CH:7]=1)[CH3:9]. (7) Given the reactants Br[C:2]1[S:6][C:5]([C:7]([O:9][CH2:10]C)=[O:8])=[CH:4][CH:3]=1.[CH3:12][O:13][C@H:14]1[C@@H:19]([NH:20][C:21](=[O:30])[O:22][CH2:23][C:24]2[CH:29]=[CH:28][CH:27]=[CH:26][CH:25]=2)[CH2:18][CH2:17][NH:16][CH2:15]1.C1C=CC(P(C2C(C3C(P(C4C=CC=CC=4)C4C=CC=CC=4)=CC=C4C=3C=CC=C4)=C3C(C=CC=C3)=CC=2)C2C=CC=CC=2)=CC=1.C(=O)([O-])[O-].[Cs+].[Cs+], predict the reaction product. The product is: [CH2:23]([O:22][C:21]([NH:20][C@H:19]1[CH2:18][CH2:17][N:16]([C:2]2[S:6][C:5]([C:7]([O:9][CH3:10])=[O:8])=[CH:4][CH:3]=2)[CH2:15][C@H:14]1[O:13][CH3:12])=[O:30])[C:24]1[CH:25]=[CH:26][CH:27]=[CH:28][CH:29]=1. (8) Given the reactants [CH2:1]([O:8][C:9]1([CH2:22][CH2:23][CH:24]([CH3:26])[CH3:25])[C:18]2[C:13](=[CH:14][CH:15]=[CH:16][CH:17]=2)[C:12]([O:19]C)=[CH:11][C:10]1=[O:21])[C:2]1[CH:7]=[CH:6][CH:5]=[CH:4][CH:3]=1, predict the reaction product. The product is: [CH2:1]([O:8][C:9]1([CH2:22][CH2:23][CH:24]([CH3:26])[CH3:25])[C:18]2[C:13](=[CH:14][CH:15]=[CH:16][CH:17]=2)[C:12](=[O:19])[CH2:11][C:10]1=[O:21])[C:2]1[CH:3]=[CH:4][CH:5]=[CH:6][CH:7]=1. (9) Given the reactants [CH:1]([NH2:3])=O.P12(SP3(SP(SP(S3)(S1)=S)(=S)S2)=S)=[S:5].[CH2:18]([O:20][C:21](=[O:34])[CH2:22][CH:23](Br)[C:24]([C:26]1[C:31]([Br:32])=[CH:30][CH:29]=[CH:28][N:27]=1)=O)[CH3:19].[OH-].[Na+], predict the reaction product. The product is: [CH:1]([NH2:3])=[S:5].[CH2:18]([O:20][C:21](=[O:34])[CH2:22][C:23]1[S:5][CH:1]=[N:3][C:24]=1[C:26]1[C:31]([Br:32])=[CH:30][CH:29]=[CH:28][N:27]=1)[CH3:19].